From a dataset of Forward reaction prediction with 1.9M reactions from USPTO patents (1976-2016). Predict the product of the given reaction. (1) Given the reactants C[O:2][P:3]([CH2:7][C:8]1[CH:13]=[CH:12][C:11]([CH2:14][N:15]2[N:19]=[N:18][C:17]([C:20]3[CH:25]=[CH:24][CH:23]=[C:22]([C:26]#[C:27][CH2:28][C:29]4[CH:34]=[CH:33][C:32]([F:35])=[CH:31][CH:30]=4)[CH:21]=3)=[N:16]2)=[CH:10][CH:9]=1)(=[O:6])[O:4]C.C[Si](I)(C)C, predict the reaction product. The product is: [F:35][C:32]1[CH:33]=[CH:34][C:29]([CH2:28][C:27]#[C:26][C:22]2[CH:21]=[C:20]([C:17]3[N:18]=[N:19][N:15]([CH2:14][C:11]4[CH:10]=[CH:9][C:8]([CH2:7][P:3](=[O:2])([OH:6])[OH:4])=[CH:13][CH:12]=4)[N:16]=3)[CH:25]=[CH:24][CH:23]=2)=[CH:30][CH:31]=1. (2) Given the reactants N1CCCC1.[CH2:6]([N:13]1[CH2:17][CH:16]([N+:18]([O-])=O)[CH:15]([C:21]2[CH:26]=[CH:25][C:24]([Cl:27])=[CH:23][C:22]=2[CH3:28])[CH2:14]1)[C:7]1[CH:12]=[CH:11][CH:10]=[CH:9][CH:8]=1, predict the reaction product. The product is: [CH2:6]([N:13]1[CH2:14][CH:15]([C:21]2[CH:26]=[CH:25][C:24]([Cl:27])=[CH:23][C:22]=2[CH3:28])[CH:16]([NH2:18])[CH2:17]1)[C:7]1[CH:12]=[CH:11][CH:10]=[CH:9][CH:8]=1. (3) The product is: [NH2:1][C:4]1[CH:5]=[C:6]2[C:11](=[CH:12][CH:13]=1)[NH:10][C:9](=[O:14])[CH:8]=[CH:7]2. Given the reactants [N+:1]([C:4]1[CH:5]=[C:6]2[C:11](=[CH:12][CH:13]=1)[N:10]=[C:9]([OH:14])[CH:8]=[CH:7]2)([O-])=O, predict the reaction product. (4) Given the reactants [Cl:1][C:2]1[CH:10]=[C:9]([C:11]2[CH:16]=[CH:15][CH:14]=[CH:13][C:12]=2[Cl:17])[C:5]([C:6]([OH:8])=O)=[CH:4][N:3]=1.[F:18][C:19]([F:34])([F:33])[C:20]1[CH:21]=[C:22]([CH:26]=[C:27]([C:29]([F:32])([F:31])[F:30])[CH:28]=1)[CH2:23][NH:24][CH3:25].C(N(C(C)C)C(C)C)C, predict the reaction product. The product is: [F:18][C:19]([F:33])([F:34])[C:20]1[CH:21]=[C:22]([CH:26]=[C:27]([C:29]([F:32])([F:31])[F:30])[CH:28]=1)[CH2:23][N:24]([CH3:25])[C:6](=[O:8])[C:5]1[C:9]([C:11]2[CH:16]=[CH:15][CH:14]=[CH:13][C:12]=2[Cl:17])=[CH:10][C:2]([Cl:1])=[N:3][CH:4]=1.